Dataset: Full USPTO retrosynthesis dataset with 1.9M reactions from patents (1976-2016). Task: Predict the reactants needed to synthesize the given product. (1) Given the product [ClH:36].[Cl:36][C:33]1[CH:32]=[CH:31][C:30]([C:28]2[S:29][C:23]3[C:22](=[O:37])[N:21]([C:18]4[CH:17]=[N:16][C:15]([O:14][CH:11]5[CH2:12][CH2:13][NH:8][CH2:9][CH2:10]5)=[CH:20][CH:19]=4)[CH2:26][CH2:25][C:24]=3[CH:27]=2)=[CH:35][CH:34]=1, predict the reactants needed to synthesize it. The reactants are: C(OC([N:8]1[CH2:13][CH2:12][CH:11]([O:14][C:15]2[CH:20]=[CH:19][C:18]([N:21]3[CH2:26][CH2:25][C:24]4[CH:27]=[C:28]([C:30]5[CH:35]=[CH:34][C:33]([Cl:36])=[CH:32][CH:31]=5)[S:29][C:23]=4[C:22]3=[O:37])=[CH:17][N:16]=2)[CH2:10][CH2:9]1)=O)(C)(C)C.CO.Cl.O1CCOCC1. (2) Given the product [Cl:24][C:22]1[N:28]=[C:25]([CH3:26])[NH:27][C:23]=1[C:2]1[CH:3]=[C:4]([CH:9]=[CH:10][CH:11]=1)[C:5]([N:37]1[CH2:40][CH:39]([C:41]2[CH:48]=[CH:47][C:44]([C:45]#[N:46])=[CH:43][CH:42]=2)[CH2:38]1)=[O:7], predict the reactants needed to synthesize it. The reactants are: I[C:2]1[CH:3]=[C:4]([CH:9]=[CH:10][CH:11]=1)[C:5]([O:7]C)=O.IC1C=C(C=C[C:22]=1[CH3:23])C(OC)=O.[ClH:24].[C:25](=[NH:28])([NH2:27])[CH3:26].Cl.COCC(=N)N.Cl.[NH:37]1[CH2:40][CH:39]([C:41]2[CH:48]=[CH:47][C:44]([C:45]#[N:46])=[CH:43][CH:42]=2)[CH2:38]1.Cl.N1CCC(C2C=CC(C#N)=CC=2)CC1. (3) Given the product [CH3:9][O:10][C:11](=[O:40])/[C:12](/[NH:13][C:14](=[O:33])[C:15]1[CH:20]=[CH:19][C:18]([C:21]([NH:23][CH2:24][C:25]2[CH:30]=[CH:29][CH:28]=[C:27]([OH:31])[CH:26]=2)=[O:22])=[CH:17][C:16]=1[Cl:32])=[CH:41]/[C:43]1[S:47][C:46]([NH:48][C:49]([O:50][C:51]([CH3:54])([CH3:52])[CH3:53])=[O:55])=[N:45][C:44]=1[C:56]([F:59])([F:58])[F:57], predict the reactants needed to synthesize it. The reactants are: CN(C)C(N(C)C)=N.[CH3:9][O:10][C:11](=[O:40])[CH:12](P(OC)(OC)=O)[NH:13][C:14](=[O:33])[C:15]1[CH:20]=[CH:19][C:18]([C:21]([NH:23][CH2:24][C:25]2[CH:30]=[CH:29][CH:28]=[C:27]([OH:31])[CH:26]=2)=[O:22])=[CH:17][C:16]=1[Cl:32].[CH:41]([C:43]1[S:47][C:46]([NH:48][C:49](=[O:55])[O:50][C:51]([CH3:54])([CH3:53])[CH3:52])=[N:45][C:44]=1[C:56]([F:59])([F:58])[F:57])=O.C(OC(C1SC(NC(=O)OC(C)(C)C)=NC=1C(F)(F)F)=O)C. (4) Given the product [OH:13][CH2:12][C:10]1[CH2:11][N:5]([CH2:4][C:3]([OH:28])=[O:2])[C:6](=[O:27])[CH:7]([NH:14][C:15]([C:17]2[C:26]3[C:21](=[CH:22][CH:23]=[CH:24][CH:25]=3)[CH:20]=[CH:19][N:18]=2)=[O:16])[CH2:8][CH:9]=1, predict the reactants needed to synthesize it. The reactants are: C[O:2][C:3](=[O:28])[CH2:4][N:5]1[CH2:11][C:10]([CH2:12][OH:13])=[CH:9][CH2:8][CH:7]([NH:14][C:15]([C:17]2[C:26]3[C:21](=[CH:22][CH:23]=[CH:24][CH:25]=3)[CH:20]=[CH:19][N:18]=2)=[O:16])[C:6]1=[O:27].[Li+].[OH-].